Dataset: Catalyst prediction with 721,799 reactions and 888 catalyst types from USPTO. Task: Predict which catalyst facilitates the given reaction. (1) The catalyst class is: 630. Reactant: [F:1][CH2:2][C:3]([C:7]1[O:11][N:10]=[C:9]([NH:12][C:13](=[O:21])OC2C=CC=CC=2)[CH:8]=1)([CH3:6])[CH2:4][F:5].[CH3:22][O:23][C:24]1[CH:25]=[C:26]2[C:31](=[CH:32][C:33]=1[O:34][CH2:35][CH2:36][O:37][CH3:38])[N:30]=[CH:29][N:28]=[C:27]2[O:39][C:40]1[CH:41]=[C:42]([CH:44]=[CH:45][CH:46]=1)[NH2:43]. Product: [F:5][CH2:4][C:3]([C:7]1[O:11][N:10]=[C:9]([NH:12][C:13]([NH:43][C:42]2[CH:44]=[CH:45][CH:46]=[C:40]([O:39][C:27]3[C:26]4[C:31](=[CH:32][C:33]([O:34][CH2:35][CH2:36][O:37][CH3:38])=[C:24]([O:23][CH3:22])[CH:25]=4)[N:30]=[CH:29][N:28]=3)[CH:41]=2)=[O:21])[CH:8]=1)([CH3:6])[CH2:2][F:1]. (2) Reactant: C(OC([N:8]([CH2:21][C@@H:22]1[C@@H:26]([C:27]2[CH:32]=[CH:31][CH:30]=[CH:29][CH:28]=2)[CH2:25][N:24]([S:33]([C:36]2[CH:44]=[CH:43][C:39]([C:40]([OH:42])=[O:41])=[CH:38][CH:37]=2)(=[O:35])=[O:34])[CH2:23]1)[C@@H:9]([C:11]1[C:20]2[C:15](=[CH:16][CH:17]=[CH:18][CH:19]=2)[CH:14]=[CH:13][CH:12]=1)[CH3:10])=O)(C)(C)C.[ClH:45].O1CCOCC1. Product: [ClH:45].[C:11]1([C@H:9]([NH:8][CH2:21][C@@H:22]2[C@@H:26]([C:27]3[CH:32]=[CH:31][CH:30]=[CH:29][CH:28]=3)[CH2:25][N:24]([S:33]([C:36]3[CH:44]=[CH:43][C:39]([C:40]([OH:42])=[O:41])=[CH:38][CH:37]=3)(=[O:35])=[O:34])[CH2:23]2)[CH3:10])[C:20]2[C:15](=[CH:16][CH:17]=[CH:18][CH:19]=2)[CH:14]=[CH:13][CH:12]=1. The catalyst class is: 27. (3) Reactant: C(N(CC)CC)C.[O:8]([C:22]1[CH:27]=[CH:26][C:25]([C@@H:28]2[C@@H:31]([CH2:32][CH2:33][C@@H:34]([C:36]3[CH:41]=[CH:40][C:39]([F:42])=[CH:38][CH:37]=3)[OH:35])[C:30](=[O:43])[N:29]2[C:44]2[CH:49]=[CH:48][C:47](I)=[CH:46][CH:45]=2)=[CH:24][CH:23]=1)[C@@H:9]1[O:17][C@H:16]([C:18]([O:20][CH3:21])=[O:19])[C@@H:14]([OH:15])[C@H:12]([OH:13])[C@H:10]1[OH:11].[CH2:51]([NH:54][S:55]([CH3:58])(=[O:57])=[O:56])[C:52]#[CH:53]. Product: [O:8]([C:22]1[CH:27]=[CH:26][C:25]([C@@H:28]2[C@@H:31]([CH2:32][CH2:33][C@@H:34]([C:36]3[CH:41]=[CH:40][C:39]([F:42])=[CH:38][CH:37]=3)[OH:35])[C:30](=[O:43])[N:29]2[C:44]2[CH:49]=[CH:48][C:47]([C:53]#[C:52][CH2:51][NH:54][S:55]([CH3:58])(=[O:57])=[O:56])=[CH:46][CH:45]=2)=[CH:24][CH:23]=1)[C@@H:9]1[O:17][C@H:16]([C:18]([O:20][CH3:21])=[O:19])[C@@H:14]([OH:15])[C@H:12]([OH:13])[C@H:10]1[OH:11]. The catalyst class is: 870. (4) Reactant: C[O:2][C:3](=[O:32])[C:4]1[CH:9]=[CH:8][CH:7]=[C:6]([CH:10]=[C:11]2[CH2:16][CH2:15][C:14]3([C:17]4[C:26]([CH3:27])=[CH:25][C:24]5[C:23]([CH3:29])([CH3:28])[CH2:22][CH2:21][C:20]([CH3:31])([CH3:30])[C:19]=5[CH:18]=4)[CH:12]2[CH2:13]3)[CH:5]=1.C(OC(=O)C1C=CC=C(C=C2CCC3(C4C(C)=CC5C(C)(C)CCC(C)(C)C=5C=4)C2C3)C=1)C.[OH-].[K+].Cl. Product: [CH3:27][C:26]1[C:17]([C:14]23[CH2:13][CH:12]2[C:11](=[CH:10][C:6]2[CH:5]=[C:4]([CH:9]=[CH:8][CH:7]=2)[C:3]([OH:32])=[O:2])[CH2:16][CH2:15]3)=[CH:18][C:19]2[C:20]([CH3:31])([CH3:30])[CH2:21][CH2:22][C:23]([CH3:28])([CH3:29])[C:24]=2[CH:25]=1. The catalyst class is: 5. (5) Reactant: [C:1]1([C:7]2[C:12]([C:13]3[CH:18]=[CH:17][CH:16]=[CH:15][CH:14]=3)=[CH:11][N:10]=[C:9]([O:19][CH:20]3[CH2:25][CH2:24][CH2:23][C@H:22]([C:26]([O:28]C)=[O:27])[CH2:21]3)[N:8]=2)[CH:6]=[CH:5][CH:4]=[CH:3][CH:2]=1.C1(P(C2C=CC=CC=2)(F)(F)C(F)(F)C(F)(F)C(F)(F)C(F)(F)C(F)(F)C(F)(F)C(F)(F)C(F)(F)C(F)(F)C(F)(F)F)C=CC=CC=1.O[C@@H]1CCC[C@H](C(OC)=O)C1.C1(C2C(C3C=CC=CC=3)=CN=C(O)N=2)C=CC=CC=1.N(C(OC(F)(F)C(F)(F)C(F)(F)C(F)(F)C(F)(F)C(F)(F)C(F)(F)C(F)(F)C(F)(F)F)=O)=NC(OC(F)(F)C(F)(F)C(F)(F)C(F)(F)C(F)(F)C(F)(F)C(F)(F)C(F)(F)C(F)(F)F)=O. Product: [C:1]1([C:7]2[C:12]([C:13]3[CH:18]=[CH:17][CH:16]=[CH:15][CH:14]=3)=[CH:11][N:10]=[C:9]([O:19][CH:20]3[CH2:25][CH2:24][CH2:23][C@H:22]([C:26]([OH:28])=[O:27])[CH2:21]3)[N:8]=2)[CH:2]=[CH:3][CH:4]=[CH:5][CH:6]=1. The catalyst class is: 213.